The task is: Predict which catalyst facilitates the given reaction.. This data is from Catalyst prediction with 721,799 reactions and 888 catalyst types from USPTO. (1) Reactant: [F:1][C:2]([F:21])([C:17]([F:20])([F:19])[F:18])[C:3]([F:16])([F:15])[C:4]1[NH:9][C:8](=[O:10])[C:7]([C:11]([O:13][CH3:14])=[O:12])=[CH:6][CH:5]=1.[Cl:22]N1C(=O)CCC1=O.O. Product: [Cl:22][C:5]1[CH:6]=[C:7]([C:11]([O:13][CH3:14])=[O:12])[C:8](=[O:10])[NH:9][C:4]=1[C:3]([F:15])([F:16])[C:2]([F:1])([F:21])[C:17]([F:19])([F:18])[F:20]. The catalyst class is: 9. (2) Reactant: [CH:1]([C:4]1[CH:5]=[CH:6][C:7]([CH3:50])=[C:8]([N:10]2[CH2:49][CH2:48][C:13]3[N:14]=[C:15]([C:28]4[CH:36]=[CH:35][CH:34]=[C:33]5[C:29]=4[C:30]([CH3:47])=[CH:31][N:32]5S(C4C=CC(C)=CC=4)(=O)=O)[N:16]=[C:17]([N:18]4[CH2:23][CH2:22][N:21]([C:24](=[O:26])[CH3:25])[CH2:20][C@H:19]4[CH3:27])[C:12]=3[CH2:11]2)[CH:9]=1)([CH3:3])[CH3:2].[NH4+].[OH-].[OH-].[K+]. Product: [CH:1]([C:4]1[CH:5]=[CH:6][C:7]([CH3:50])=[C:8]([N:10]2[CH2:49][CH2:48][C:13]3[N:14]=[C:15]([C:28]4[CH:36]=[CH:35][CH:34]=[C:33]5[C:29]=4[C:30]([CH3:47])=[CH:31][NH:32]5)[N:16]=[C:17]([N:18]4[CH2:23][CH2:22][N:21]([C:24](=[O:26])[CH3:25])[CH2:20][C@H:19]4[CH3:27])[C:12]=3[CH2:11]2)[CH:9]=1)([CH3:3])[CH3:2]. The catalyst class is: 351. (3) Reactant: [C:1]([O:5][C:6]([N:8]1[CH2:13][CH2:12][N:11]([C:14]2[CH:19]=[C:18]([CH3:20])[C:17]([N+:21]([O-])=O)=[C:16]([NH2:24])[CH:15]=2)[CH2:10][CH2:9]1)=[O:7])([CH3:4])([CH3:3])[CH3:2]. Product: [C:1]([O:5][C:6]([N:8]1[CH2:13][CH2:12][N:11]([C:14]2[CH:19]=[C:18]([CH3:20])[C:17]([NH2:21])=[C:16]([NH2:24])[CH:15]=2)[CH2:10][CH2:9]1)=[O:7])([CH3:4])([CH3:2])[CH3:3]. The catalyst class is: 105. (4) Reactant: [CH:1]1[C:6]([C@H:7]2[C@H:12]([CH2:13][O:14][C:15]3[CH:16]=[CH:17][C:18]4[O:23][CH2:22][O:21][C:19]=4[CH:20]=3)[CH2:11][NH:10][CH2:9][CH2:8]2)=[CH:5][CH:4]=[C:3]([F:24])[CH:2]=1.C1(NC(=O)[O-])C=CC=CC=1. Product: [CH:5]1[C:6]([C@H:7]2[C@H:12]([CH2:13][O:14][C:15]3[CH:16]=[CH:17][C:18]4[O:23][CH2:22][O:21][C:19]=4[CH:20]=3)[CH2:11][NH:10][CH2:9][CH2:8]2)=[CH:1][CH:2]=[C:3]([F:24])[CH:4]=1. The catalyst class is: 6. (5) Reactant: Br[C:2]1[CH:7]=[CH:6][CH:5]=[CH:4][N:3]=1.[Li]CCCC.[NH:13]1[C:17]2[CH:18]=[CH:19][S:20][C:16]=2[C:15]([C:21]2[NH:22][C:23]3[C:28]([CH:29]=2)=[CH:27][C:26]([C:30](=[O:33])[CH2:31][CH3:32])=[CH:25][CH:24]=3)=[N:14]1.CO. Product: [N:3]1[CH:4]=[CH:5][CH:6]=[CH:7][C:2]=1[C:30]([C:26]1[CH:27]=[C:28]2[C:23](=[CH:24][CH:25]=1)[NH:22][C:21]([C:15]1[C:16]3[S:20][CH:19]=[CH:18][C:17]=3[NH:13][N:14]=1)=[CH:29]2)([OH:33])[CH2:31][CH3:32]. The catalyst class is: 7. (6) Product: [O:20]1[C:24]2[CH:25]=[CH:26][CH:27]=[CH:28][C:23]=2[C:22]([NH:29][C:30]([N:32]2[CH2:37][CH2:36][N:35]([C:2]3[O:6][N:5]=[C:4]([C:7]4[CH:12]=[CH:11][CH:10]=[CH:9][CH:8]=4)[N:3]=3)[CH2:34][CH2:33]2)=[O:31])=[N:21]1. The catalyst class is: 9. Reactant: Cl[C:2]1[O:6][N:5]=[C:4]([C:7]2[CH:12]=[CH:11][CH:10]=[CH:9][CH:8]=2)[N:3]=1.FC(F)(F)C(O)=O.[O:20]1[C:24]2[CH:25]=[CH:26][CH:27]=[CH:28][C:23]=2[C:22]([NH:29][C:30]([N:32]2[CH2:37][CH2:36][NH:35][CH2:34][CH2:33]2)=[O:31])=[N:21]1.C(N(CC)CC)C.O.